This data is from Full USPTO retrosynthesis dataset with 1.9M reactions from patents (1976-2016). The task is: Predict the reactants needed to synthesize the given product. (1) Given the product [C:16](=[O:17])([O:18][CH2:19][CH3:20])[O:11][CH:10]([C:12]#[N:13])[C:7]1[CH:8]=[C:9]2[C:4]([CH:3]=[N:2][NH:1]2)=[CH:5][CH:6]=1, predict the reactants needed to synthesize it. The reactants are: [NH:1]1[C:9]2[C:4](=[CH:5][CH:6]=[C:7]([CH:10]=[O:11])[CH:8]=2)[CH:3]=[N:2]1.[C-:12]#[N:13].[K+].Cl[C:16]([O:18][CH2:19][CH3:20])=[O:17].O. (2) Given the product [Cl:1][C:2]1[CH:10]=[C:9]([N:11]2[CH:15]=[CH:14][C:13]([CH3:16])=[N:12]2)[CH:8]=[CH:7][C:3]=1[C:4]([NH:17][C:18]1[CH:19]=[CH:20][C:21]2[CH2:26][CH2:25][O:24][B:23]([OH:27])[C:22]=2[CH:28]=1)=[O:6], predict the reactants needed to synthesize it. The reactants are: [Cl:1][C:2]1[CH:10]=[C:9]([N:11]2[CH:15]=[CH:14][C:13]([CH3:16])=[N:12]2)[CH:8]=[CH:7][C:3]=1[C:4]([OH:6])=O.[NH2:17][C:18]1[CH:19]=[CH:20][C:21]2[CH2:26][CH2:25][O:24][B:23]([OH:27])[C:22]=2[CH:28]=1. (3) Given the product [Cl:7][C:8]1[C:16]2[N:15]=[C:14]3[N:17]([C:21]4[C:22]([CH3:30])=[N:23][C:24]([O:28][CH3:29])=[N:25][C:26]=4[CH3:27])[CH2:18][CH2:19][CH2:20][N:13]3[C:12]=2[C:11]([CH:31]([CH2:1][CH3:2])[C:32]#[N:33])=[CH:10][CH:9]=1, predict the reactants needed to synthesize it. The reactants are: [CH3:1][C:2](C)([O-])C.[K+].[Cl:7][C:8]1[C:16]2[N:15]=[C:14]3[N:17]([C:21]4[C:22]([CH3:30])=[N:23][C:24]([O:28][CH3:29])=[N:25][C:26]=4[CH3:27])[CH2:18][CH2:19][CH2:20][N:13]3[C:12]=2[C:11]([CH2:31][C:32]#[N:33])=[CH:10][CH:9]=1.C(I)C. (4) Given the product [CH:14]([C:8]1[C:7]2[C:11](=[CH:12][C:4]([NH2:1])=[CH:5][CH:6]=2)[NH:10][CH:9]=1)([CH2:16][CH3:17])[CH3:15], predict the reactants needed to synthesize it. The reactants are: [N+:1]([C:4]1[CH:12]=[C:11]2[C:7]([CH:8]=[CH:9][NH:10]2)=[CH:6][CH:5]=1)([O-])=O.Br[CH:14]([CH2:16][CH3:17])[CH3:15].